This data is from Reaction yield outcomes from USPTO patents with 853,638 reactions. The task is: Predict the reaction yield, written as a fraction of the theoretical maximum amount of product (1.0 means a 100% yield; for example, 0.34 means a 34% yield). (1) The reactants are O[CH:2]([C:16]1[CH:21]=[CH:20][CH:19]=[CH:18][C:17]=1[S:22]([C:25]1[CH:30]=[CH:29][CH:28]=[CH:27][CH:26]=1)(=[O:24])=[O:23])[C:3]1[C:11]2[C:10](=[O:12])[CH2:9][C:8]([CH3:14])([CH3:13])[CH2:7][C:6]=2[NH:5][C:4]=1[CH3:15].C([SiH](CC)CC)C.FC(F)(F)C(O)=O. The catalyst is ClCCl.[Au]. The product is [CH3:15][C:4]1[NH:5][C:6]2[CH2:7][C:8]([CH3:14])([CH3:13])[CH2:9][C:10](=[O:12])[C:11]=2[C:3]=1[CH2:2][C:16]1[CH:21]=[CH:20][CH:19]=[CH:18][C:17]=1[S:22]([C:25]1[CH:30]=[CH:29][CH:28]=[CH:27][CH:26]=1)(=[O:24])=[O:23]. The yield is 0.930. (2) The reactants are N#N.ClC(Cl)C.CO[C:9]1[CH:23]=[CH:22][CH:21]=[CH:20][C:10]=1[O:11][C:12]1[CH:13]=[C:14]([CH:17]=[CH:18][CH:19]=1)[CH:15]=O.C(OC([N:31]1[CH2:37][CH2:36][CH2:35][NH:34][CH2:33][CH2:32]1)=O)(C)(C)C.C(O[BH-](OC(=O)C)OC(=O)C)(=O)C.[Na+]. The catalyst is C(O)(=O)C.Cl.O1CCOCC1.C(OCC)C. The product is [O:11]([C:12]1[CH:13]=[C:14]([CH:17]=[CH:18][CH:19]=1)[CH2:15][N:31]1[CH2:37][CH2:36][CH2:35][NH:34][CH2:33][CH2:32]1)[C:10]1[CH:20]=[CH:21][CH:22]=[CH:23][CH:9]=1. The yield is 0.900.